This data is from Full USPTO retrosynthesis dataset with 1.9M reactions from patents (1976-2016). The task is: Predict the reactants needed to synthesize the given product. (1) Given the product [CH3:1][O:2][C:3](=[O:24])[CH2:4][C:5]1[CH:6]=[C:7]([C:12]2[CH:17]=[C:16]([O:18][CH3:19])[CH:15]=[CH:14][C:13]=2[CH2:20][N:21]([C:28]([CH:25]2[CH2:27][CH2:26]2)=[O:29])[CH2:22][CH3:23])[CH:8]=[C:9]([Cl:11])[CH:10]=1, predict the reactants needed to synthesize it. The reactants are: [CH3:1][O:2][C:3](=[O:24])[CH2:4][C:5]1[CH:6]=[C:7]([C:12]2[CH:17]=[C:16]([O:18][CH3:19])[CH:15]=[CH:14][C:13]=2[CH2:20][NH:21][CH2:22][CH3:23])[CH:8]=[C:9]([Cl:11])[CH:10]=1.[CH:25]1([C:28](Cl)=[O:29])[CH2:27][CH2:26]1. (2) Given the product [F:1][C:2]1[CH:3]=[CH:4][C:5]([CH2:6][S:7][C:8]2[N:13]([CH2:14][C:15]3[N:19](/[CH:18]=[CH:20]/[CH2:21][CH2:22][CH2:23][CH2:24][CH2:25][CH3:26])[CH:18]([CH2:20][CH2:21][CH2:22][CH2:23][CH2:24][CH2:25][CH3:26])[O:17][N:16]=3)[C:12]3[CH2:27][CH2:28][CH2:29][C:11]=3[C:10](=[O:30])[N:9]=2)=[CH:31][CH:32]=1, predict the reactants needed to synthesize it. The reactants are: [F:1][C:2]1[CH:32]=[CH:31][C:5]([CH2:6][S:7][C:8]2[N:13]([CH2:14][C:15]3[NH:19][CH:18]([CH2:20][CH2:21][CH2:22][CH2:23][CH2:24][CH2:25][CH3:26])[O:17][N:16]=3)[C:12]3[CH2:27][CH2:28][CH2:29][C:11]=3[C:10](=[O:30])[N:9]=2)=[CH:4][CH:3]=1.